Dataset: Reaction yield outcomes from USPTO patents with 853,638 reactions. Task: Predict the reaction yield, written as a fraction of the theoretical maximum amount of product (1.0 means a 100% yield; for example, 0.34 means a 34% yield). (1) The reactants are [Cl:1][C:2]1[CH:7]=[CH:6][N:5]2[N:8]=[CH:9][C:10]([C:11](Cl)=[O:12])=[C:4]2[N:3]=1.CCN(C(C)C)C(C)C.Cl.[Cl:24][CH2:25][CH2:26][NH2:27]. The catalyst is C(Cl)Cl. The product is [Cl:1][C:2]1[CH:7]=[CH:6][N:5]2[N:8]=[CH:9][C:10]([C:11]([NH:27][CH2:26][CH2:25][Cl:24])=[O:12])=[C:4]2[N:3]=1. The yield is 0.850. (2) The reactants are FC(F)(F)C(O)=O.[Cl:8][C:9]1[CH:10]=[C:11]([CH:15]2[C:19]([C:22]3[CH:27]=[CH:26][C:25]([Cl:28])=[CH:24][CH:23]=3)([C:20]#[N:21])[CH:18]([CH2:29][C:30]([CH3:33])([CH3:32])[CH3:31])[NH:17][CH:16]2[C:34](O)=[O:35])[CH:12]=[CH:13][CH:14]=1.[C:37]([NH:44][CH2:45][CH2:46][CH2:47][NH2:48])([O:39][C:40]([CH3:43])([CH3:42])[CH3:41])=[O:38].CN(C(ON1N=NC2C=CC=NC1=2)=[N+](C)C)C.F[P-](F)(F)(F)(F)F.CCN(C(C)C)C(C)C. The catalyst is C(Cl)Cl. The product is [C:40]([O:39][C:37](=[O:38])[NH:44][CH2:45][CH2:46][CH2:47][NH:48][C:34]([C@H:16]1[C@H:15]([C:11]2[CH:12]=[CH:13][CH:14]=[C:9]([Cl:8])[CH:10]=2)[C@:19]([C:22]2[CH:27]=[CH:26][C:25]([Cl:28])=[CH:24][CH:23]=2)([C:20]#[N:21])[C@H:18]([CH2:29][C:30]([CH3:31])([CH3:33])[CH3:32])[NH:17]1)=[O:35])([CH3:43])([CH3:41])[CH3:42]. The yield is 0.870. (3) The reactants are [Br:1][C:2]1[C:20]([O:21][CH3:22])=[CH:19][C:5]([NH:6][CH2:7][C:8]2[CH:18]=[CH:17][C:11]3[N:12]=[C:13]([S:15][CH3:16])[S:14][C:10]=3[CH:9]=2)=[C:4]([N+:23]([O-])=O)[CH:3]=1.CC(O)=O.CO. The catalyst is CCO.[Zn]. The product is [Br:1][C:2]1[CH:3]=[C:4]([NH2:23])[C:5]([NH:6][CH2:7][C:8]2[CH:18]=[CH:17][C:11]3[N:12]=[C:13]([S:15][CH3:16])[S:14][C:10]=3[CH:9]=2)=[CH:19][C:20]=1[O:21][CH3:22]. The yield is 0.610. (4) The reactants are [CH3:1][C:2]1[CH:10]=[CH:9][C:5]([C:6](O)=[O:7])=[C:4]([N+:11]([O-:13])=[O:12])[CH:3]=1. The catalyst is O1CCCC1. The product is [CH3:1][C:2]1[CH:10]=[CH:9][C:5]([CH2:6][OH:7])=[C:4]([N+:11]([O-:13])=[O:12])[CH:3]=1. The yield is 0.980.